From a dataset of Catalyst prediction with 721,799 reactions and 888 catalyst types from USPTO. Predict which catalyst facilitates the given reaction. (1) Reactant: C(OC([NH:8][CH2:9][CH:10]1[CH2:15][CH2:14][N:13]([CH2:16][CH2:17][C:18]([O:20][CH2:21][CH3:22])=[O:19])[CH2:12][CH2:11]1)=O)(C)(C)C.FC(F)(F)C(O)=O. Product: [NH2:8][CH2:9][CH:10]1[CH2:15][CH2:14][N:13]([CH2:16][CH2:17][C:18]([O:20][CH2:21][CH3:22])=[O:19])[CH2:12][CH2:11]1. The catalyst class is: 2. (2) Reactant: [F:1][C:2]([F:39])([F:38])[C:3]1[CH:8]=[CH:7][C:6](/[CH:9]=[CH:10]/[C:11]2[O:12][CH:13]=[C:14]([CH2:16][O:17][C:18]3[CH:23]=[CH:22][C:21]([CH2:24][CH2:25][CH2:26][CH2:27][N:28]4[CH:32]=[CH:31][N:30]=[C:29]4[CH2:33][CH2:34][C:35]([OH:37])=O)=[CH:20][CH:19]=3)[N:15]=2)=[CH:5][CH:4]=1.[NH:40]1[CH2:45][CH2:44][O:43][CH2:42][CH2:41]1.P(C#N)(OCC)(OCC)=O. Product: [F:38][C:2]([F:1])([F:39])[C:3]1[CH:4]=[CH:5][C:6](/[CH:9]=[CH:10]/[C:11]2[O:12][CH:13]=[C:14]([CH2:16][O:17][C:18]3[CH:19]=[CH:20][C:21]([CH2:24][CH2:25][CH2:26][CH2:27][N:28]4[CH:32]=[CH:31][N:30]=[C:29]4[CH2:33][CH2:34][C:35]([N:40]4[CH2:45][CH2:44][O:43][CH2:42][CH2:41]4)=[O:37])=[CH:22][CH:23]=3)[N:15]=2)=[CH:7][CH:8]=1. The catalyst class is: 66. (3) Reactant: [Mg].Br[C:3]1([CH:15]=[CH2:16])[CH:8]=[CH:7][CH:6]=[C:5]([C:9]2[CH:14]=[CH:13][CH:12]=[CH:11][CH:10]=2)[CH2:4]1.[O:17]=[C:18]1[CH2:22][N:21]([C:23]([O:25][CH2:26][CH2:27][Si:28]([CH3:31])([CH3:30])[CH3:29])=[O:24])[C@H:20]([C:32]([O:34][CH3:35])=[O:33])[CH2:19]1. Product: [OH:17][C@:18]1([C:13]2[CH:14]=[C:9]([C:5]3[CH:6]=[CH:7][CH:8]=[C:3]([CH:15]=[CH2:16])[CH:4]=3)[CH:10]=[CH:11][CH:12]=2)[CH2:22][N:21]([C:23]([O:25][CH2:26][CH2:27][Si:28]([CH3:30])([CH3:31])[CH3:29])=[O:24])[C@H:20]([C:32]([O:34][CH3:35])=[O:33])[CH2:19]1. The catalyst class is: 76.